Dataset: Forward reaction prediction with 1.9M reactions from USPTO patents (1976-2016). Task: Predict the product of the given reaction. (1) Given the reactants [Br:1][C:2]1[C:3]([O:11][CH2:12][C:13]2[C:14]([C:19]3[CH:24]=[CH:23][CH:22]=[CH:21][CH:20]=3)=[N:15][O:16][C:17]=2[CH3:18])=[N:4][CH:5]=[C:6]([CH:10]=1)[C:7](O)=[O:8].CC1O[N:29]=[C:28]([C:31]2C=CC=CC=2)[C:27]=1COC1C=CC(C(O)=O)=CN=1.C(N)(C)C, predict the reaction product. The product is: [Br:1][C:2]1[C:3]([O:11][CH2:12][C:13]2[C:14]([C:19]3[CH:24]=[CH:23][CH:22]=[CH:21][CH:20]=3)=[N:15][O:16][C:17]=2[CH3:18])=[N:4][CH:5]=[C:6]([CH:10]=1)[C:7]([NH:29][CH:28]([CH3:31])[CH3:27])=[O:8]. (2) Given the reactants [Cl:1][C:2]1[CH:3]=[C:4]([C:9]2[CH2:10][CH2:11][C:12](=[O:15])[NH:13][N:14]=2)[CH:5]=[CH:6][C:7]=1[OH:8].O[CH2:17][CH2:18][N:19]1[C:27](=[O:28])[C:26]2[C:21](=[CH:22][CH:23]=[CH:24][CH:25]=2)[C:20]1=[O:29].C1(P(C2C=CC=CC=2)C2C=CC=CC=2)C=CC=CC=1.N(C(OC(C)C)=O)=NC(OC(C)C)=O, predict the reaction product. The product is: [Cl:1][C:2]1[CH:3]=[C:4]([C:9]2[CH2:10][CH2:11][C:12](=[O:15])[NH:13][N:14]=2)[CH:5]=[CH:6][C:7]=1[O:8][CH2:17][CH2:18][N:19]1[C:20](=[O:29])[C:21]2[C:26](=[CH:25][CH:24]=[CH:23][CH:22]=2)[C:27]1=[O:28].